Dataset: Full USPTO retrosynthesis dataset with 1.9M reactions from patents (1976-2016). Task: Predict the reactants needed to synthesize the given product. (1) Given the product [NH2:1][C:4]1[CH:5]=[C:6]([CH:16]=[CH:17][CH:18]=1)[C:7]([NH:9][C:10]1[CH:11]=[N:12][CH:13]=[CH:14][CH:15]=1)=[O:8], predict the reactants needed to synthesize it. The reactants are: [N+:1]([C:4]1[CH:5]=[C:6]([CH:16]=[CH:17][CH:18]=1)[C:7]([NH:9][C:10]1[CH:11]=[N:12][CH:13]=[CH:14][CH:15]=1)=[O:8])([O-])=O. (2) Given the product [Cl:1][C:2]1[C:3]2[N:4]([C:10]([C@@H:12]3[CH2:17][N:16]4[C:18](=[O:21])[O:19][CH2:20][C@H:15]4[CH2:14][CH2:13]3)=[N:9][CH:8]=2)[CH:5]=[CH:6][N:7]=1, predict the reactants needed to synthesize it. The reactants are: [Cl:1][C:2]1[C:3]([CH2:8][NH:9][C:10]([C@H:12]2[CH2:17][N:16]3[C:18](=[O:21])[O:19][CH2:20][C@@H:15]3[CH2:14][CH2:13]2)=O)=[N:4][CH:5]=[CH:6][N:7]=1.O=P(Cl)(Cl)Cl.C([O-])(O)=O.[Na+]. (3) Given the product [Br:1][C:2]1[N:3]=[C:4]([N:12]=[S:10]([CH3:13])([CH3:9])=[O:11])[CH:5]=[CH:6][CH:7]=1, predict the reactants needed to synthesize it. The reactants are: [Br:1][C:2]1[CH:7]=[CH:6][CH:5]=[C:4](Br)[N:3]=1.[CH3:9][S:10]([CH3:13])(=[NH:12])=[O:11].C1(P(C2C=CC=CC=2)C2C=CC3C(=CC=CC=3)C=2C2C3C(=CC=CC=3)C=CC=2P(C2C=CC=CC=2)C2C=CC=CC=2)C=CC=CC=1.CC(C)([O-])C.[Na+]. (4) Given the product [NH2:19][C:2]1[CH:3]=[C:4]2[C:8](=[CH:9][C:10]=1[N+:11]([O-:13])=[O:12])[C:7](=[O:14])[N:6]([CH:15]([CH3:17])[CH3:16])[C:5]2=[O:18], predict the reactants needed to synthesize it. The reactants are: Cl[C:2]1[CH:3]=[C:4]2[C:8](=[CH:9][C:10]=1[N+:11]([O-:13])=[O:12])[C:7](=[O:14])[N:6]([CH:15]([CH3:17])[CH3:16])[C:5]2=[O:18].[NH2:19]C(N)=O.